Dataset: Full USPTO retrosynthesis dataset with 1.9M reactions from patents (1976-2016). Task: Predict the reactants needed to synthesize the given product. (1) Given the product [CH2:10]([C:17]([C:19]1[CH:20]=[CH:21][C:22]([Cl:25])=[CH:23][CH:24]=1)=[C:4]1[CH:8]=[CH:7][CH:6]=[CH:5]1)[C:11]1[CH:16]=[CH:15][CH:14]=[CH:13][CH:12]=1, predict the reactants needed to synthesize it. The reactants are: [Cl-].[Mg+2].[Cl-].[CH-:4]1[CH:8]=[CH:7][CH:6]=[CH:5]1.[Na+].[CH2:10]([C:17]([C:19]1[CH:24]=[CH:23][C:22]([Cl:25])=[CH:21][CH:20]=1)=O)[C:11]1[CH:16]=[CH:15][CH:14]=[CH:13][CH:12]=1. (2) Given the product [CH:30]1([O:29][C:28]2[C:19]([N+:16]([O-:18])=[O:17])=[C:20]([CH:25]=[CH:26][CH:27]=2)[C:21]([O:23][CH3:24])=[O:22])[CH2:2][CH2:31]1, predict the reactants needed to synthesize it. The reactants are: Cl[C:2](Cl)(Cl)C(O)=O.C([Zn]CC)C.ICI.[N+:16]([C:19]1[C:28]([O:29][CH:30]=[CH2:31])=[CH:27][CH:26]=[CH:25][C:20]=1[C:21]([O:23][CH3:24])=[O:22])([O-:18])=[O:17]. (3) Given the product [S:21]1[CH:22]=[CH:23][C:19]([C:17]([C:16]2[CH:15]=[N:14][N:13]3[C:8]([C:4]4[CH:3]=[C:2]([NH:1][C:25](=[O:26])[O:27][CH:28]([CH3:30])[CH3:29])[CH:7]=[CH:6][CH:5]=4)=[CH:9][CH:10]=[N:11][C:12]=23)=[O:18])=[CH:20]1, predict the reactants needed to synthesize it. The reactants are: [NH2:1][C:2]1[CH:3]=[C:4]([C:8]2[N:13]3[N:14]=[CH:15][C:16]([C:17]([C:19]4[CH:23]=[CH:22][S:21][CH:20]=4)=[O:18])=[C:12]3[N:11]=[CH:10][CH:9]=2)[CH:5]=[CH:6][CH:7]=1.Cl[C:25]([O:27][CH:28]([CH3:30])[CH3:29])=[O:26]. (4) The reactants are: [C:1]([O:5][C:6]([N:8]1[CH2:13][CH2:12][CH:11]([NH:14][C:15]2[C:20]([O:21][CH2:22][C:23]([O:25]CC)=O)=[CH:19][CH:18]=[CH:17][N:16]=2)[CH2:10][CH2:9]1)=[O:7])([CH3:4])([CH3:3])[CH3:2].[Li+].[OH-].CN(C(ON1N=NC2C=CC=NC1=2)=[N+](C)C)C.F[P-](F)(F)(F)(F)F. Given the product [C:1]([O:5][C:6]([N:8]1[CH2:13][CH2:12][CH:11]([N:14]2[C:23](=[O:25])[CH2:22][O:21][C:20]3[CH:19]=[CH:18][CH:17]=[N:16][C:15]2=3)[CH2:10][CH2:9]1)=[O:7])([CH3:2])([CH3:3])[CH3:4], predict the reactants needed to synthesize it.